This data is from Full USPTO retrosynthesis dataset with 1.9M reactions from patents (1976-2016). The task is: Predict the reactants needed to synthesize the given product. (1) Given the product [OH:42][CH2:41][CH:40]([NH:39][C:32](=[O:34])[C:31]1[CH:35]=[CH:36][CH:37]=[CH:38][C:30]=1[S:27]([CH2:26][C:16]1[C:17]2[CH2:18][CH2:19][CH2:20][C:21](=[O:25])[C:22]=2[CH:23]=[CH:24][C:15]=1[O:14][C@@H:7]([C:8]1[CH:9]=[CH:10][CH:11]=[CH:12][CH:13]=1)[CH2:6][N:1]1[CH:5]=[CH:4][N:3]=[CH:2]1)(=[O:28])=[O:29])[CH2:43][OH:44], predict the reactants needed to synthesize it. The reactants are: [N:1]1([CH2:6][C@@H:7]([O:14][C:15]2[CH:24]=[CH:23][C:22]3[C:21](=[O:25])[CH2:20][CH2:19][CH2:18][C:17]=3[C:16]=2[CH2:26][S:27]([C:30]2[CH:38]=[CH:37][CH:36]=[CH:35][C:31]=2[C:32]([OH:34])=O)(=[O:29])=[O:28])[C:8]2[CH:13]=[CH:12][CH:11]=[CH:10][CH:9]=2)[CH:5]=[CH:4][N:3]=[CH:2]1.[NH2:39][CH:40]([CH2:43][OH:44])[CH2:41][OH:42]. (2) Given the product [NH2:7][C:6]1[CH:8]=[C:2]([N:18]2[C@H:13]([CH3:12])[CH2:14][O:15][C@H:16]([CH2:19][N:20]([CH3:21])[CH3:22])[CH2:17]2)[CH:3]=[CH:4][C:5]=1[N+:9]([O-:11])=[O:10], predict the reactants needed to synthesize it. The reactants are: F[C:2]1[CH:3]=[CH:4][C:5]([N+:9]([O-:11])=[O:10])=[C:6]([CH:8]=1)[NH2:7].[CH3:12][C@H:13]1[NH:18][CH2:17][C@H:16]([CH2:19][N:20]([CH3:22])[CH3:21])[O:15][CH2:14]1.C(N(CC)CC)C.CN1C(=O)CCC1. (3) Given the product [C:18]([O:17][C:16](=[O:22])[NH:15][C:10]1[S:11][C@H:12]([CH3:14])[CH2:13][C@@:8]([CH3:23])([C:4]2[CH:5]=[CH:6][CH:7]=[C:2]([C:31]3[CH:32]=[N:27][CH:28]=[N:29][CH:30]=3)[CH:3]=2)[N:9]=1)([CH3:21])([CH3:20])[CH3:19], predict the reactants needed to synthesize it. The reactants are: Br[C:2]1[CH:3]=[C:4]([C@:8]2([CH3:23])[CH2:13][C@@H:12]([CH3:14])[S:11][C:10]([NH:15][C:16](=[O:22])[O:17][C:18]([CH3:21])([CH3:20])[CH3:19])=[N:9]2)[CH:5]=[CH:6][CH:7]=1.C(O)C.[N:27]1[CH:32]=[C:31](B(O)O)[CH:30]=[N:29][CH:28]=1.C(=O)([O-])[O-].[Cs+].[Cs+]. (4) Given the product [CH3:1][C:2]1([CH3:16])[C@H:14]2[CH2:15][C@@H:3]1[CH2:4][CH2:5][C:6]12[CH2:8][CH:7]1[C:9]([OH:11])=[O:10], predict the reactants needed to synthesize it. The reactants are: [CH3:1][C:2]1([CH3:16])[C@H:14]2[CH2:15][C@@H:3]1[CH2:4][CH2:5][C:6]12[CH2:8][CH:7]1[C:9]([O:11]CC)=[O:10].C1(C(OCC)=O)C2(CCCCC2)C1. (5) Given the product [F:26][C:25]([F:28])([F:27])[C:23]([OH:29])=[O:24].[F:26][C:25]([F:28])([F:27])[C:23]([OH:29])=[O:24].[N+:1]([C:4]1[CH:5]=[CH:6][C:7]([O:10][C@@H:11]2[CH2:15][CH2:14][NH:13][CH2:12]2)=[N:8][CH:9]=1)([O-:3])=[O:2], predict the reactants needed to synthesize it. The reactants are: [N+:1]([C:4]1[CH:5]=[CH:6][C:7]([O:10][C@@H:11]2[CH2:15][CH2:14][N:13](C(OC(C)(C)C)=O)[CH2:12]2)=[N:8][CH:9]=1)([O-:3])=[O:2].[C:23]([OH:29])([C:25]([F:28])([F:27])[F:26])=[O:24]. (6) The reactants are: [C:1]([CH2:3][NH:4][C:5](=[O:22])[C@H:6]([CH2:15][CH:16]1[CH2:21][CH2:20][CH2:19][CH2:18][CH2:17]1)[NH:7][C:8]1[CH:13]=[CH:12][N:11]=[C:10](F)[N:9]=1)#[N:2].[Cl:23][C:24]1[CH:29]=[CH:28][C:27]([N:30]2[CH2:35][CH2:34][NH:33][CH2:32][CH2:31]2)=[CH:26][CH:25]=1. Given the product [Cl:23][C:24]1[CH:25]=[CH:26][C:27]([N:30]2[CH2:35][CH2:34][N:33]([C:10]3[N:9]=[C:8]([NH:7][C@H:6]([C:5]([NH:4][CH2:3][C:1]#[N:2])=[O:22])[CH2:15][CH:16]4[CH2:21][CH2:20][CH2:19][CH2:18][CH2:17]4)[CH:13]=[CH:12][N:11]=3)[CH2:32][CH2:31]2)=[CH:28][CH:29]=1, predict the reactants needed to synthesize it. (7) Given the product [O:1]=[C:2]1[NH:11][C:10]2[C:5](=[CH:6][CH:7]=[C:8]([C:12]([F:14])([F:13])[F:15])[CH:9]=2)[N:4]2[C:16]([CH2:19][CH2:20][C:21]([O:23][CH2:24][CH3:25])=[O:22])=[CH:17][CH:18]=[C:3]12, predict the reactants needed to synthesize it. The reactants are: [O:1]=[C:2]1[NH:11][C:10]2[C:5](=[CH:6][CH:7]=[C:8]([C:12]([F:15])([F:14])[F:13])[CH:9]=2)[N:4]2[C:16](/[CH:19]=[CH:20]/[C:21]([O:23][CH2:24][CH3:25])=[O:22])=[CH:17][CH:18]=[C:3]12. (8) Given the product [F:23][C:24]([F:35])([F:34])[C:25]1[CH:26]=[C:27]([CH:31]=[CH:21][CH:22]=1)[C:28]([O:15][CH:10]([CH2:9][N:8]([C:4]1[CH:5]=[CH:6][CH:7]=[C:2]([F:1])[CH:3]=1)[C:28](=[O:29])[C:27]1[CH:31]=[CH:32][CH:33]=[C:25]([C:24]([F:35])([F:34])[F:23])[CH:26]=1)[C:11]([F:12])([F:14])[F:13])=[O:29], predict the reactants needed to synthesize it. The reactants are: [F:1][C:2]1[CH:3]=[C:4]([NH:8][CH2:9][CH:10]([OH:15])[C:11]([F:14])([F:13])[F:12])[CH:5]=[CH:6][CH:7]=1.C(N([CH2:21][CH3:22])CC)C.[F:23][C:24]([F:35])([F:34])[C:25]1[CH:26]=[C:27]([CH:31]=[CH:32][CH:33]=1)[C:28](Cl)=[O:29]. (9) The reactants are: BrCCC1C=CC=CC=1.OC1C=C2C(=CC=1)NC=C2.[CH2:20]([O:28][C:29]1[CH:37]=[CH:36][CH:35]=[C:34]2[C:30]=1[CH:31]=[CH:32][NH:33]2)[CH2:21][C:22]1[CH:27]=[CH:26][CH:25]=[CH:24][CH:23]=1. Given the product [CH2:20]([O:28][C:29]1[CH:37]=[C:36]2[C:32](=[CH:31][CH:30]=1)[NH:33][CH:34]=[CH:35]2)[CH2:21][C:22]1[CH:23]=[CH:24][CH:25]=[CH:26][CH:27]=1, predict the reactants needed to synthesize it. (10) Given the product [F:26][C:25]([F:28])([F:27])[C:24]([NH:23][C:19]1[CH:20]=[CH:21][CH:22]=[C:17]([C:9]2[C:8]([C:6]3[CH:5]=[CH:4][N:3]=[C:2]([NH:36][C:35]4[CH:37]=[CH:38][C:32]([O:31][CH3:30])=[C:33]([N:39]5[CH2:44][CH2:43][N:42]([CH2:45][CH2:46][S:47]([CH3:50])(=[O:49])=[O:48])[CH2:41][CH2:40]5)[CH:34]=4)[N:7]=3)=[C:12]3[CH:13]=[CH:14][CH:15]=[CH:16][N:11]3[N:10]=2)[CH:18]=1)=[O:29], predict the reactants needed to synthesize it. The reactants are: Cl[C:2]1[N:7]=[C:6]([C:8]2[C:9]([C:17]3[CH:18]=[C:19]([NH:23][C:24](=[O:29])[C:25]([F:28])([F:27])[F:26])[CH:20]=[CH:21][CH:22]=3)=[N:10][N:11]3[CH:16]=[CH:15][CH:14]=[CH:13][C:12]=23)[CH:5]=[CH:4][N:3]=1.[CH3:30][O:31][C:32]1[CH:38]=[CH:37][C:35]([NH2:36])=[CH:34][C:33]=1[N:39]1[CH2:44][CH2:43][N:42]([CH2:45][CH2:46][S:47]([CH3:50])(=[O:49])=[O:48])[CH2:41][CH2:40]1.